This data is from Catalyst prediction with 721,799 reactions and 888 catalyst types from USPTO. The task is: Predict which catalyst facilitates the given reaction. (1) Reactant: [CH3:1][O:2][C:3]1[CH:8]=[CH:7][C:6]([NH:9][S:10]([C:13]2[C:22]3[C:17](=[CH:18][CH:19]=[CH:20][CH:21]=3)[C:16]([NH2:23])=[CH:15][CH:14]=2)(=[O:12])=[O:11])=[CH:5][CH:4]=1.[CH3:24][O:25][C:26]1[CH:34]=[CH:33][C:29]([C:30](Cl)=[O:31])=[CH:28][CH:27]=1.CCN(CC)CC. Product: [CH3:24][O:25][C:26]1[CH:34]=[CH:33][C:29]([C:30]([NH:23][C:16]2[C:17]3[C:22](=[CH:21][CH:20]=[CH:19][CH:18]=3)[C:13]([S:10](=[O:12])(=[O:11])[NH:9][C:6]3[CH:5]=[CH:4][C:3]([O:2][CH3:1])=[CH:8][CH:7]=3)=[CH:14][CH:15]=2)=[O:31])=[CH:28][CH:27]=1. The catalyst class is: 2. (2) Reactant: [CH3:1][N:2]([CH3:25])[S:3]([C:6]1[CH:7]=[C:8]2[C:12](=[CH:13][CH:14]=1)[N:11]([CH2:15][C:16]([O:18]C(C)(C)C)=[O:17])[C:10](=[O:23])[C:9]2=[O:24])(=[O:5])=[O:4].C(O)(C(F)(F)F)=O. Product: [CH3:1][N:2]([CH3:25])[S:3]([C:6]1[CH:7]=[C:8]2[C:12](=[CH:13][CH:14]=1)[N:11]([CH2:15][C:16]([OH:18])=[O:17])[C:10](=[O:23])[C:9]2=[O:24])(=[O:5])=[O:4]. The catalyst class is: 2. (3) Reactant: CN.[CH3:3][N:4](C(ON1N=NC2C=CC=NC1=2)=[N+](C)C)C.F[P-](F)(F)(F)(F)F.C(N(C(C)C)CC)(C)C.[C:36]([O:40][C:41]([NH:43][C@@H:44]([CH:48]([C:55]1[CH:60]=[CH:59][CH:58]=[CH:57][CH:56]=1)[C:49]1[CH:54]=[CH:53][CH:52]=[CH:51][CH:50]=1)[C:45](O)=[O:46])=[O:42])([CH3:39])([CH3:38])[CH3:37]. Product: [C:36]([O:40][C:41](=[O:42])[NH:43][C@@H:44]([CH:48]([C:55]1[CH:60]=[CH:59][CH:58]=[CH:57][CH:56]=1)[C:49]1[CH:54]=[CH:53][CH:52]=[CH:51][CH:50]=1)[C:45]([NH:4][CH3:3])=[O:46])([CH3:39])([CH3:38])[CH3:37]. The catalyst class is: 2. (4) Reactant: C[O:2][C:3]([C:5]1[CH:10]=[N:9][C:8]([N:11]2[CH2:16][CH2:15][CH2:14][CH2:13][CH2:12]2)=[CH:7][N:6]=1)=[O:4].[OH-].[Na+].C1COCC1. Product: [N:11]1([C:8]2[N:9]=[CH:10][C:5]([C:3]([OH:4])=[O:2])=[N:6][CH:7]=2)[CH2:12][CH2:13][CH2:14][CH2:15][CH2:16]1. The catalyst class is: 6. (5) The catalyst class is: 75. Reactant: FC(F)(F)S(O[C:7]1[CH:12]=[C:11]([F:13])[CH:10]=[CH:9][C:8]=1[N+:14]([O-:16])=[O:15])(=O)=O.[CH3:19][C:20]1([CH3:36])[C:24]([CH3:26])([CH3:25])[O:23][B:22]([B:22]2[O:23][C:24]([CH3:26])([CH3:25])[C:20]([CH3:36])([CH3:19])[O:21]2)[O:21]1.C([O-])(=O)C.[K+]. Product: [F:13][C:11]1[CH:10]=[CH:9][C:8]([N+:14]([O-:16])=[O:15])=[C:7]([B:22]2[O:23][C:24]([CH3:26])([CH3:25])[C:20]([CH3:36])([CH3:19])[O:21]2)[CH:12]=1. (6) Reactant: [Cl:1][C:2]1[CH:3]=[C:4]([C:9]([OH:26])([C:22]([F:25])([F:24])[F:23])[CH2:10][NH:11][C:12](=O)[C:13]2[CH:18]=[CH:17][C:16]([F:19])=[C:15]([CH3:20])[CH:14]=2)[CH:5]=[C:6]([Cl:8])[CH:7]=1.C1(P(C2C=CC=CC=2)C2C=CC=CC=2)C=CC=CC=1.CC(OC(/N=N/C(OC(C)C)=O)=O)C. Product: [Cl:8][C:6]1[CH:5]=[C:4]([C:9]2([C:22]([F:24])([F:25])[F:23])[O:26][C:12]([C:13]3[CH:18]=[CH:17][C:16]([F:19])=[C:15]([CH3:20])[CH:14]=3)=[N:11][CH2:10]2)[CH:3]=[C:2]([Cl:1])[CH:7]=1. The catalyst class is: 1. (7) Reactant: [CH3:1][N:2]1[CH:7]=[C:6]([C:8]([OH:10])=O)[C:5]([C:11]([O:13]C)=O)=[C:4]([C:15]2[CH:20]=[CH:19][N:18]=[CH:17][CH:16]=2)[C:3]1=[O:21].[NH2:22][CH2:23][CH2:24][C:25]1[CH:34]=[CH:33][C:32]2[C:27](=[CH:28][CH:29]=[CH:30][CH:31]=2)[N:26]=1.C1CN([P+](ON2N=NC3C=CC=CC2=3)(N2CCCC2)N2CCCC2)CC1.F[P-](F)(F)(F)(F)F.CCN(C(C)C)C(C)C. Product: [CH3:1][N:2]1[C:3](=[O:21])[C:4]([C:15]2[CH:20]=[CH:19][N:18]=[CH:17][CH:16]=2)=[C:5]2[C:11](=[O:13])[N:22]([CH2:23][CH2:24][C:25]3[CH:34]=[CH:33][C:32]4[C:27](=[CH:28][CH:29]=[CH:30][CH:31]=4)[N:26]=3)[C:8](=[O:10])[C:6]2=[CH:7]1. The catalyst class is: 2. (8) Reactant: [CH3:1][C:2]([C:6]1[CH:11]=[C:10]([C:12]([O:14][CH3:15])=[O:13])[CH:9]=[CH:8][C:7]=1[C:16]1[CH:21]=[C:20]([O:22][CH3:23])[CH:19]=[CH:18][C:17]=1[F:24])=[C:3]([CH3:5])[CH3:4]. Product: [CH3:1][CH:2]([C:6]1[CH:11]=[C:10]([C:12]([O:14][CH3:15])=[O:13])[CH:9]=[CH:8][C:7]=1[C:16]1[CH:21]=[C:20]([O:22][CH3:23])[CH:19]=[CH:18][C:17]=1[F:24])[CH:3]([CH3:4])[CH3:5]. The catalyst class is: 99.